From a dataset of Full USPTO retrosynthesis dataset with 1.9M reactions from patents (1976-2016). Predict the reactants needed to synthesize the given product. (1) Given the product [CH3:1][C:2]1[C:7]([O:8][CH3:9])=[CH:6][CH:5]=[CH:4][C:3]=1[CH2:10][CH2:11][NH:12][CH:13]=[O:14], predict the reactants needed to synthesize it. The reactants are: [CH3:1][C:2]1[C:7]([O:8][CH3:9])=[CH:6][CH:5]=[CH:4][C:3]=1[CH2:10][CH2:11][NH2:12].[CH:13](OCC)=[O:14]. (2) Given the product [CH2:1]([O:8][C:9]1[CH:10]=[C:11]2[C:16](=[CH:17][CH:18]=1)[N:15]=[CH:14][C:13]([N+:19]([O-:21])=[O:20])=[C:12]2[NH:30][CH2:29][CH:26]1[CH2:27][CH2:28][O:23][CH2:24][CH2:25]1)[C:2]1[CH:7]=[CH:6][CH:5]=[CH:4][CH:3]=1, predict the reactants needed to synthesize it. The reactants are: [CH2:1]([O:8][C:9]1[CH:10]=[C:11]2[C:16](=[CH:17][CH:18]=1)[N:15]=[CH:14][C:13]([N+:19]([O-:21])=[O:20])=[C:12]2Cl)[C:2]1[CH:7]=[CH:6][CH:5]=[CH:4][CH:3]=1.[O:23]1[CH2:28][CH2:27][CH:26]([CH2:29][NH2:30])[CH2:25][CH2:24]1. (3) Given the product [F:19][C:20]1[CH:26]=[CH:25][C:23]([NH:24][C:15](=[O:17])[CH2:14][C:9]2[NH:10][C:11](=[O:13])[CH:12]=[C:7]([N:1]3[CH2:2][CH2:3][O:4][CH2:5][CH2:6]3)[N:8]=2)=[CH:22][C:21]=1[O:27][C:28]([F:29])([F:31])[F:30], predict the reactants needed to synthesize it. The reactants are: [N:1]1([C:7]2[N:8]=[C:9]([CH2:14][C:15]([O-:17])=O)[NH:10][C:11](=[O:13])[CH:12]=2)[CH2:6][CH2:5][O:4][CH2:3][CH2:2]1.[Na+].[F:19][C:20]1[CH:26]=[CH:25][C:23]([NH2:24])=[CH:22][C:21]=1[O:27][C:28]([F:31])([F:30])[F:29]. (4) Given the product [F:37][C:35]1[CH:34]=[C:4]([CH:3]=[C:2]([F:1])[CH:36]=1)[CH2:5][C@H:6]1[C@@H:10]([C@H:11]2[CH2:15][C@H:14]([OH:16])[CH2:13][N:12]2[CH:20]([C:21]2[CH:22]=[CH:23][CH:24]=[CH:25][CH:26]=2)[C:27]2[CH:32]=[CH:31][CH:30]=[CH:29][CH:28]=2)[O:9][C:8](=[O:33])[NH:7]1, predict the reactants needed to synthesize it. The reactants are: [F:1][C:2]1[CH:3]=[C:4]([CH:34]=[C:35]([F:37])[CH:36]=1)[CH2:5][C@H:6]1[C@@H:10]([C@H:11]2[CH2:15][C@@H:14]([O:16]CC=C)[CH2:13][N:12]2[CH:20]([C:27]2[CH:32]=[CH:31][CH:30]=[CH:29][CH:28]=2)[C:21]2[CH:26]=[CH:25][CH:24]=[CH:23][CH:22]=2)[O:9][C:8](=[O:33])[NH:7]1.OCC1COCCN1C(OC(C)(C)C)=O.C(OC(N1CCOCC1C(O)=O)=O)(C)(C)C.CCN(C(C)C)C(C)C.ClCCOC=O.[BH4-].[Na+]. (5) Given the product [CH:8]([Si:7]1([CH:11]([CH3:13])[CH3:12])[C:3]([C:2]([CH3:1])=[CH2:14])=[CH:4][CH2:5][O:6]1)([CH3:10])[CH3:9], predict the reactants needed to synthesize it. The reactants are: [CH3:1][C:2](=[CH2:14])[C:3]#[C:4][CH2:5][O:6][SiH:7]([CH:11]([CH3:13])[CH3:12])[CH:8]([CH3:10])[CH3:9].CC([O-])(C)C.[K+]. (6) Given the product [CH3:14][N:15]1[CH2:20][CH2:19][N:18]([S:2]([C:5]2[CH:6]=[C:7]([CH:11]=[CH:12][CH:13]=2)[C:8]([OH:10])=[O:9])(=[O:4])=[O:3])[CH2:17][CH2:16]1, predict the reactants needed to synthesize it. The reactants are: Cl[S:2]([C:5]1[CH:6]=[C:7]([CH:11]=[CH:12][CH:13]=1)[C:8]([OH:10])=[O:9])(=[O:4])=[O:3].[CH3:14][N:15]1[CH2:20][CH2:19][NH:18][CH2:17][CH2:16]1.C(=O)([O-])[O-].[K+].[K+].